This data is from Catalyst prediction with 721,799 reactions and 888 catalyst types from USPTO. The task is: Predict which catalyst facilitates the given reaction. (1) Product: [C:1]([O:5][C:6](=[O:7])[NH:8][CH:9]([C:10](=[O:12])[N:76]([O:77][CH3:78])[CH3:75])[CH2:13][C:14]1[N:15]=[CH:16][N:17]([C:19]([C:20]2[CH:21]=[CH:22][CH:23]=[CH:24][CH:25]=2)([C:26]2[CH:27]=[CH:28][CH:29]=[CH:30][CH:31]=2)[C:32]2[CH:37]=[CH:36][CH:35]=[CH:34][CH:33]=2)[CH:18]=1)([CH3:4])([CH3:3])[CH3:2]. The catalyst class is: 3. Reactant: [C:1]([O:5][C:6]([NH:8][CH:9]([CH2:13][C:14]1[N:15]=[CH:16][N:17]([C:19]([C:32]2[CH:37]=[CH:36][CH:35]=[CH:34][CH:33]=2)([C:26]2[CH:31]=[CH:30][CH:29]=[CH:28][CH:27]=2)[C:20]2[CH:25]=[CH:24][CH:23]=[CH:22][CH:21]=2)[CH:18]=1)[C:10]([OH:12])=O)=[O:7])([CH3:4])([CH3:3])[CH3:2].CCN(C(C)C)C(C)C.F[P-](F)(F)(F)(F)F.N1(O[P+](N(C)C)(N(C)C)N(C)C)C2C=CC=CC=2N=N1.Cl.[CH3:75][NH:76][O:77][CH3:78]. (2) Reactant: [CH2:1]([O:3][C:4](=[O:39])[CH2:5][CH2:6][CH2:7][O:8][C:9]1[CH:14]=[CH:13][CH:12]=[C:11]([CH2:15][CH2:16][CH2:17][CH2:18][CH2:19][CH2:20][O:21][C:22]2[CH:27]=[C:26](Br)[CH:25]=[C:24]([C:29](=[O:31])[CH3:30])[CH:23]=2)[C:10]=1[CH2:32][CH2:33][C:34]([O:36][CH2:37][CH3:38])=[O:35])[CH3:2].[S:40]1[CH:44]=[CH:43][C:42](B(O)O)=[CH:41]1.C(=O)([O-])[O-].[Cs+].[Cs+]. Product: [CH2:1]([O:3][C:4](=[O:39])[CH2:5][CH2:6][CH2:7][O:8][C:9]1[CH:14]=[CH:13][CH:12]=[C:11]([CH2:15][CH2:16][CH2:17][CH2:18][CH2:19][CH2:20][O:21][C:22]2[CH:27]=[C:26]([C:42]3[CH:43]=[CH:44][S:40][CH:41]=3)[CH:25]=[C:24]([C:29](=[O:31])[CH3:30])[CH:23]=2)[C:10]=1[CH2:32][CH2:33][C:34]([O:36][CH2:37][CH3:38])=[O:35])[CH3:2]. The catalyst class is: 140. (3) Reactant: C([O:8][C:9]1[CH:10]=[CH:11][C:12]([C@@H:20]([O:61][Si:62]([C:65]([CH3:68])([CH3:67])[CH3:66])([CH3:64])[CH3:63])[CH2:21][N:22]([C:54]([O:56][C:57]([CH3:60])([CH3:59])[CH3:58])=[O:55])[CH2:23][CH2:24][CH2:25][CH2:26][CH2:27][O:28][C:29]2[CH:34]=[CH:33][C:32]([C:35]([OH:53])([C:47]3[CH:52]=[CH:51][CH:50]=[CH:49][CH:48]=3)[C:36]([O:38][C@@H:39]3[CH:44]4[CH2:45][CH2:46][N:41]([CH2:42][CH2:43]4)[CH2:40]3)=[O:37])=[CH:31][CH:30]=2)=[C:13]2[C:18]=1[NH:17][C:16](=[O:19])[CH:15]=[CH:14]2)C1C=CC=CC=1.C(O)=O. Product: [C:57]([O:56][C:54]([N:22]([CH2:21][C@H:20]([O:61][Si:62]([C:65]([CH3:68])([CH3:67])[CH3:66])([CH3:63])[CH3:64])[C:12]1[CH:11]=[CH:10][C:9]([OH:8])=[C:18]2[C:13]=1[CH:14]=[CH:15][C:16](=[O:19])[NH:17]2)[CH2:23][CH2:24][CH2:25][CH2:26][CH2:27][O:28][C:29]1[CH:30]=[CH:31][C:32]([C:35]([OH:53])([C:47]2[CH:48]=[CH:49][CH:50]=[CH:51][CH:52]=2)[C:36]([O:38][C@@H:39]2[CH:44]3[CH2:45][CH2:46][N:41]([CH2:42][CH2:43]3)[CH2:40]2)=[O:37])=[CH:33][CH:34]=1)=[O:55])([CH3:60])([CH3:59])[CH3:58]. The catalyst class is: 45.